From a dataset of Full USPTO retrosynthesis dataset with 1.9M reactions from patents (1976-2016). Predict the reactants needed to synthesize the given product. (1) Given the product [NH2:7][C:8]1[CH:13]=[CH:12][CH:11]=[CH:10][C:9]=1[NH:14][C:15]([C:17]1[O:18][C:19]2[C:25]([O:26][CH2:27][CH2:28][OH:29])=[CH:24][CH:23]=[CH:22][C:20]=2[CH:21]=1)=[O:16], predict the reactants needed to synthesize it. The reactants are: C(OC(=O)[NH:7][C:8]1[CH:13]=[CH:12][CH:11]=[CH:10][C:9]=1[NH:14][C:15]([C:17]1[O:18][C:19]2[C:25]([O:26][CH2:27][CH2:28][O:29][Si](C(C)(C)C)(C)C)=[CH:24][CH:23]=[CH:22][C:20]=2[CH:21]=1)=[O:16])(C)(C)C.NC1C=CC=CC=1NC(C1SC2C=CC(OCCO)=CC=2C=1)=O. (2) The reactants are: FC(F)(F)S(O[C:7]1[CH2:11][N:10]([C:12]([O:14][C:15]([CH3:18])([CH3:17])[CH3:16])=[O:13])[C@H:9]([C:19]([O:21][CH3:22])=[O:20])[CH:8]=1)(=O)=O.[B:25]1([B:25]2[O:29][C:28]([CH3:31])([CH3:30])[C:27]([CH3:33])([CH3:32])[O:26]2)[O:29][C:28]([CH3:31])([CH3:30])[C:27]([CH3:33])([CH3:32])[O:26]1.CC([O-])=O.[K+]. Given the product [CH3:32][C:27]1([CH3:33])[C:28]([CH3:31])([CH3:30])[O:29][B:25]([C:7]2[CH2:11][N:10]([C:12]([O:14][C:15]([CH3:18])([CH3:17])[CH3:16])=[O:13])[C@H:9]([C:19]([O:21][CH3:22])=[O:20])[CH:8]=2)[O:26]1, predict the reactants needed to synthesize it. (3) The reactants are: FC(F)(F)C([O:5][C@@H:6]([CH3:43])[CH2:7][O:8][C:9]1[C:13]([CH3:14])=[C:12]([NH:15][C:16]([NH:18][C@H:19]2[C@H:23]([C:24]3[CH:29]=[CH:28][C:27]([F:30])=[C:26]([F:31])[CH:25]=3)[CH2:22][N:21]([C:32]3[CH:33]=[N:34][NH:35][CH:36]=3)[CH2:20]2)=[O:17])[N:11]([C:37]2[CH:42]=[CH:41][CH:40]=[CH:39][CH:38]=2)[N:10]=1)=O.[Li+].[OH-]. Given the product [F:31][C:26]1[CH:25]=[C:24]([C@@H:23]2[CH2:22][N:21]([C:32]3[CH:36]=[N:35][NH:34][CH:33]=3)[CH2:20][C@H:19]2[NH:18][C:16]([NH:15][C:12]2[N:11]([C:37]3[CH:42]=[CH:41][CH:40]=[CH:39][CH:38]=3)[N:10]=[C:9]([O:8][CH2:7][C@@H:6]([OH:5])[CH3:43])[C:13]=2[CH3:14])=[O:17])[CH:29]=[CH:28][C:27]=1[F:30], predict the reactants needed to synthesize it. (4) Given the product [NH2:22][C:19]1[N:18]=[CH:17][C:16]([C:12]2[CH:11]=[C:10]([C:8]3[CH2:7][C:6](=[O:23])[NH:62][C:52]4[CH:53]=[C:54]([C:58]([F:59])([F:60])[F:61])[C:55]([CH3:57])=[CH:56][C:51]=4[N:50]=3)[CH:15]=[CH:14][CH:13]=2)=[CH:21][CH:20]=1, predict the reactants needed to synthesize it. The reactants are: C(O[C:6](=[O:23])[CH2:7][C:8]([C:10]1[CH:15]=[CH:14][CH:13]=[C:12]([C:16]2[CH:17]=[N:18][C:19]([NH2:22])=[CH:20][CH:21]=2)[CH:11]=1)=O)(C)(C)C.CC(OC(OC(OC(C)(C)C)=O)=O)(C)C.C([O-])(O)=O.[Na+].C(OC(=O)[NH:50][C:51]1[CH:56]=[C:55]([CH3:57])[C:54]([C:58]([F:61])([F:60])[F:59])=[CH:53][C:52]=1[NH2:62])(C)(C)C. (5) Given the product [Cl:52][C:53]1[N:54]=[N:55][C:56]([C:40]2[CH:41]=[CH:42][C:37]([CH2:36][C:11]3[N:12]([C:14]4[CH:15]=[C:16]([N:20]5[S:24](=[O:25])(=[O:26])[N:23]([CH2:27][O:28][CH2:29][CH2:30][Si:31]([CH3:32])([CH3:33])[CH3:34])[C:22](=[O:35])[CH2:21]5)[CH:17]=[CH:18][CH:19]=4)[CH:13]=[C:9]([C:3]4[CH:4]=[CH:5][C:6]([Cl:8])=[CH:7][C:2]=4[Cl:1])[N:10]=3)=[CH:38][CH:39]=2)=[CH:57][CH:58]=1, predict the reactants needed to synthesize it. The reactants are: [Cl:1][C:2]1[CH:7]=[C:6]([Cl:8])[CH:5]=[CH:4][C:3]=1[C:9]1[N:10]=[C:11]([CH2:36][C:37]2[CH:42]=[CH:41][C:40](B3OC(C)(C)C(C)(C)O3)=[CH:39][CH:38]=2)[N:12]([C:14]2[CH:15]=[C:16]([N:20]3[S:24](=[O:26])(=[O:25])[N:23]([CH2:27][O:28][CH2:29][CH2:30][Si:31]([CH3:34])([CH3:33])[CH3:32])[C:22](=[O:35])[CH2:21]3)[CH:17]=[CH:18][CH:19]=2)[CH:13]=1.[Cl:52][C:53]1[N:54]=[N:55][C:56](Cl)=[CH:57][CH:58]=1. (6) Given the product [NH:32]1[C:33]2[C:38](=[CH:37][CH:36]=[CH:35][CH:34]=2)[C:30]([C:3]2[C:2]([C:39]#[N:40])=[CH:7][N:6]=[C:5]([NH:8][C:9]3[CH:14]=[CH:13][C:12]([N:15]4[CH2:16][CH2:17][CH:18]([N:21]5[CH2:26][CH2:25][N:24]([CH3:27])[CH2:23][CH2:22]5)[CH2:19][CH2:20]4)=[CH:11][C:10]=3[O:28][CH3:29])[N:4]=2)=[CH:31]1, predict the reactants needed to synthesize it. The reactants are: Br[C:2]1[C:3]([C:30]2[C:38]3[C:33](=[CH:34][CH:35]=[CH:36][CH:37]=3)[NH:32][CH:31]=2)=[N:4][C:5]([NH:8][C:9]2[CH:14]=[CH:13][C:12]([N:15]3[CH2:20][CH2:19][CH:18]([N:21]4[CH2:26][CH2:25][N:24]([CH3:27])[CH2:23][CH2:22]4)[CH2:17][CH2:16]3)=[CH:11][C:10]=2[O:28][CH3:29])=[N:6][CH:7]=1.[C:39]([Zn]C#N)#[N:40].CC1(C)C2C(=C(P(C3C=CC=CC=3)C3C=CC=CC=3)C=CC=2)OC2C(P(C3C=CC=CC=3)C3C=CC=CC=3)=CC=CC1=2. (7) Given the product [CH3:8][C:9]1[N:10]=[C:11]([C:14](=[C:4]2[CH2:5][CH2:6][O:1][CH2:2][CH2:3]2)[C:15]#[N:16])[S:12][CH:13]=1, predict the reactants needed to synthesize it. The reactants are: [O:1]1[CH2:6][CH2:5][C:4](=O)[CH2:3][CH2:2]1.[CH3:8][C:9]1[N:10]=[C:11]([CH2:14][C:15]#[N:16])[S:12][CH:13]=1.C([O-])(O)=O.[Na+].CCOC(C)=O. (8) Given the product [CH3:36][O:37][NH:38][C:41]([N:14]1[CH2:15][CH2:16][CH:11]([N:10]([CH2:9][C:3]2[C:2]([CH3:1])=[CH:7][C:6]([CH3:8])=[CH:5][N:4]=2)[CH2:17][C:18]2[C:23]([CH:24]([CH3:26])[CH3:25])=[CH:22][CH:21]=[CH:20][N:19]=2)[CH2:12][CH2:13]1)=[O:42], predict the reactants needed to synthesize it. The reactants are: [CH3:1][C:2]1[C:3]([CH2:9][N:10]([CH2:17][C:18]2[C:23]([CH:24]([CH3:26])[CH3:25])=[CH:22][CH:21]=[CH:20][N:19]=2)[CH:11]2[CH2:16][CH2:15][NH:14][CH2:13][CH2:12]2)=[N:4][CH:5]=[C:6]([CH3:8])[CH:7]=1.O(C([CH2:36][O:37][NH2:38])=O)C1C=CC=CC=1.C1C[O:42][CH2:41]C1. (9) Given the product [CH2:1]([N:3]([CH2:7][CH2:8][CH2:9][CH2:10][O:11][C:12]1[CH:28]=[CH:27][C:15]2[C:16]([C:19]3[CH:24]=[CH:23][C:22]([CH2:25][CH3:26])=[CH:21][CH:20]=3)=[N:17][S:18][C:14]=2[CH:13]=1)[CH2:4][CH2:5][OH:6])[CH3:2], predict the reactants needed to synthesize it. The reactants are: [CH2:1]([N:3]([CH2:7][CH2:8][CH2:9][CH2:10][O:11][C:12]1[CH:28]=[CH:27][C:15]2[C:16]([C:19]3[CH:24]=[CH:23][C:22]([C:25]#[CH:26])=[CH:21][CH:20]=3)=[N:17][S:18][C:14]=2[CH:13]=1)[CH2:4][CH2:5][OH:6])[CH3:2].